This data is from Peptide-MHC class II binding affinity with 134,281 pairs from IEDB. The task is: Regression. Given a peptide amino acid sequence and an MHC pseudo amino acid sequence, predict their binding affinity value. This is MHC class II binding data. (1) The peptide sequence is TNILEAKYWCPDSME. The MHC is HLA-DQA10102-DQB10501 with pseudo-sequence CNYHQGGGARVAHIMYFGGTHYVVGASRVHVAGI. The binding affinity (normalized) is 0. (2) The peptide sequence is KGSNEKHLAVLVKYE. The MHC is DRB1_0701 with pseudo-sequence DRB1_0701. The binding affinity (normalized) is 0.149. (3) The peptide sequence is ALRVIAGALEVHAVK. The MHC is DRB1_0301 with pseudo-sequence DRB1_0301. The binding affinity (normalized) is 0.293. (4) The peptide sequence is PARLFKAFVLDSDNL. The MHC is HLA-DPA10103-DPB10401 with pseudo-sequence HLA-DPA10103-DPB10401. The binding affinity (normalized) is 0.635. (5) The peptide sequence is NGKRLEPNWASVKKD. The MHC is DRB1_0802 with pseudo-sequence DRB1_0802. The binding affinity (normalized) is 0.295.